This data is from Full USPTO retrosynthesis dataset with 1.9M reactions from patents (1976-2016). The task is: Predict the reactants needed to synthesize the given product. (1) Given the product [Cl:1][C:2]1[CH:8]=[C:7]([O:9][C:24]2[S:23][N:22]=[C:21]([C:18]3([Cl:17])[CH2:20][CH2:19]3)[N:25]=2)[C:6]([CH3:10])=[CH:5][C:3]=1[NH2:4], predict the reactants needed to synthesize it. The reactants are: [Cl:1][C:2]1[CH:8]=[C:7]([OH:9])[C:6]([CH3:10])=[CH:5][C:3]=1[NH2:4].C(=O)([O-])[O-].[K+].[K+].[Cl:17][C:18]1([C:21]2[N:25]=[C:24](S(C3C=CC(C)=CC=3)(=O)=O)[S:23][N:22]=2)[CH2:20][CH2:19]1. (2) Given the product [OH:35][CH2:34][C@@H:10]1[CH2:9][NH:8][CH2:12][C@H:11]1[CH2:13][N:14]([CH:31]([CH3:33])[CH3:32])[C:15](=[O:30])[C:16]1[CH:21]=[CH:20][C:19]([O:22][CH3:23])=[C:18]([O:24][CH2:25][CH2:26][CH2:27][O:28][CH3:29])[CH:17]=1, predict the reactants needed to synthesize it. The reactants are: C(OC([N:8]1[CH2:12][C@@H:11]([CH2:13][N:14]([CH:31]([CH3:33])[CH3:32])[C:15](=[O:30])[C:16]2[CH:21]=[CH:20][C:19]([O:22][CH3:23])=[C:18]([O:24][CH2:25][CH2:26][CH2:27][O:28][CH3:29])[CH:17]=2)[C@H:10]([CH2:34][OH:35])[CH2:9]1)=O)(C)(C)C.C(O)(C(F)(F)F)=O.C([O-])(O)=O.[Na+]. (3) Given the product [Cl:14][C:15]1[C:20]([C:21]([F:22])([F:23])[F:24])=[C:19]([O:9][CH2:8][C:7]([O:6][C:5]2[CH:12]=[CH:13][C:2]([F:1])=[CH:3][CH:4]=2)([CH3:10])[CH3:11])[CH:18]=[CH:17][N:16]=1, predict the reactants needed to synthesize it. The reactants are: [F:1][C:2]1[CH:13]=[CH:12][C:5]([O:6][C:7]([CH3:11])([CH3:10])[CH2:8][OH:9])=[CH:4][CH:3]=1.[Cl:14][C:15]1[C:20]([C:21]([F:24])([F:23])[F:22])=[C:19](Cl)[CH:18]=[CH:17][N:16]=1.